This data is from Full USPTO retrosynthesis dataset with 1.9M reactions from patents (1976-2016). The task is: Predict the reactants needed to synthesize the given product. (1) Given the product [NH2:12][C@@H:8]([C:4]1[CH:3]=[C:2]([C:28]2[CH:46]=[CH:45][CH:44]=[C:30]([CH2:31][O:32][C:33]3[CH:38]=[CH:37][CH:36]=[CH:35][C:34]=3[CH2:39][C:40]([OH:42])=[O:41])[CH:29]=2)[CH:7]=[CH:6][CH:5]=1)[CH2:9][O:10][CH3:11], predict the reactants needed to synthesize it. The reactants are: Br[C:2]1[CH:3]=[C:4]([C@H:8]([NH:12]C(=O)OC(C)(C)C)[CH2:9][O:10][CH3:11])[CH:5]=[CH:6][CH:7]=1.CC1(C)C(C)(C)OB([C:28]2[CH:29]=[C:30]([CH:44]=[CH:45][CH:46]=2)[CH2:31][O:32][C:33]2[CH:38]=[CH:37][CH:36]=[CH:35][C:34]=2[CH2:39][C:40]([O:42]C)=[O:41])O1. (2) Given the product [CH2:19]1[C:20]2[C:25](=[CH:24][CH:23]=[CH:22][CH:21]=2)[CH2:26][CH2:27][N:18]1[CH2:17][CH:16]([OH:28])[CH2:15][NH:14][C:12](=[O:13])[CH2:11][O:10][C:9]1[CH:29]=[CH:30][CH:31]=[C:7]([NH:6][S:2]([CH3:1])(=[O:4])=[O:3])[CH:8]=1, predict the reactants needed to synthesize it. The reactants are: [CH3:1][S:2](Cl)(=[O:4])=[O:3].[NH2:6][C:7]1[CH:8]=[C:9]([CH:29]=[CH:30][CH:31]=1)[O:10][CH2:11][C:12]([NH:14][CH2:15][CH:16]([OH:28])[CH2:17][N:18]1[CH2:27][CH2:26][C:25]2[C:20](=[CH:21][CH:22]=[CH:23][CH:24]=2)[CH2:19]1)=[O:13]. (3) Given the product [C:1]1([CH3:11])[CH:6]=[CH:5][CH:4]=[C:3]([C@H:7]2[CH2:8][C:9](=[O:10])[O:16][C:15]3[CH:24]=[CH:25][CH:26]=[CH:27][C:14]=3[CH2:13]2)[CH:2]=1, predict the reactants needed to synthesize it. The reactants are: [C:1]1([CH3:11])[CH:6]=[CH:5][CH:4]=[C:3](/[CH:7]=[CH:8]/[CH:9]=[O:10])[CH:2]=1.Br[CH2:13][C:14]1[CH:27]=[CH:26][CH:25]=[CH:24][C:15]=1[O:16][Si](C(C)(C)C)(C)C. (4) Given the product [OH:9][CH2:8][CH2:10][NH:11][C:2]1[CH:7]=[CH:6][N:5]=[CH:4][CH:3]=1, predict the reactants needed to synthesize it. The reactants are: Cl[C:2]1[CH:7]=[CH:6][N:5]=[CH:4][CH:3]=1.[CH2:8]([CH2:10][NH2:11])[OH:9]. (5) Given the product [CH3:22][C:17]1([CH3:23])[C:18]([CH3:21])([CH3:20])[O:19][B:15]([C:2]2[CH:14]=[CH:13][C:5]([CH2:6][CH2:7][NH:8][S:9]([CH3:12])(=[O:11])=[O:10])=[CH:4][CH:3]=2)[O:16]1, predict the reactants needed to synthesize it. The reactants are: Br[C:2]1[CH:14]=[CH:13][C:5]([CH2:6][CH2:7][NH:8][S:9]([CH3:12])(=[O:11])=[O:10])=[CH:4][CH:3]=1.[B:15]1([B:15]2[O:19][C:18]([CH3:21])([CH3:20])[C:17]([CH3:23])([CH3:22])[O:16]2)[O:19][C:18]([CH3:21])([CH3:20])[C:17]([CH3:23])([CH3:22])[O:16]1.C([O-])(=O)C.[K+].N#N.